This data is from Catalyst prediction with 721,799 reactions and 888 catalyst types from USPTO. The task is: Predict which catalyst facilitates the given reaction. Reactant: Cl[C:2]1[N:3]=[N+:4]([O-:13])[C:5]2[CH:11]=[CH:10][C:9]([F:12])=[CH:8][C:6]=2[N:7]=1.[CH2:14]([Sn](CC)(CC)CC)[CH3:15]. Product: [CH2:14]([C:2]1[N:3]=[N+:4]([O-:13])[C:5]2[CH:11]=[CH:10][C:9]([F:12])=[CH:8][C:6]=2[N:7]=1)[CH3:15]. The catalyst class is: 104.